This data is from Catalyst prediction with 721,799 reactions and 888 catalyst types from USPTO. The task is: Predict which catalyst facilitates the given reaction. (1) Reactant: [CH3:1][O:2][C:3]1[CH:8]=[CH:7][CH:6]=[CH:5][C:4]=1[C:9]1[C:17]2[C:12](=[N:13][CH:14]=[C:15](B3OC(C)(C)C(C)(C)O3)[CH:16]=2)[N:11]([S:27]([C:30]2[CH:35]=[CH:34][C:33]([CH3:36])=[CH:32][CH:31]=2)(=[O:29])=[O:28])[CH:10]=1.[CH2:37]([O:39][C:40](=[O:48])[C:41]1[CH:46]=[C:45](Br)[CH:44]=[N:43][CH:42]=1)[CH3:38].C([O-])(O)=O.[Na+]. Product: [CH2:37]([O:39][C:40](=[O:48])[C:41]1[CH:46]=[C:45]([C:15]2[CH:16]=[C:17]3[C:9]([C:4]4[CH:5]=[CH:6][CH:7]=[CH:8][C:3]=4[O:2][CH3:1])=[CH:10][N:11]([S:27]([C:30]4[CH:35]=[CH:34][C:33]([CH3:36])=[CH:32][CH:31]=4)(=[O:28])=[O:29])[C:12]3=[N:13][CH:14]=2)[CH:44]=[N:43][CH:42]=1)[CH3:38]. The catalyst class is: 10. (2) Reactant: [Br:1][C:2]1[CH:26]=[N:25][C:5]2=[N:6][C:7]([N:11]3[CH2:14][C:13]([N:16]([CH3:24])[C:17](=[O:23])[O:18][C:19]([CH3:22])([CH3:21])[CH3:20])([CH3:15])[CH2:12]3)=[C:8](Cl)[N:9]=[C:4]2[CH:3]=1.O.[NH2:28][NH2:29]. Product: [Br:1][C:2]1[CH:26]=[N:25][C:5]2=[N:6][C:7]([N:11]3[CH2:14][C:13]([N:16]([CH3:24])[C:17](=[O:23])[O:18][C:19]([CH3:22])([CH3:21])[CH3:20])([CH3:15])[CH2:12]3)=[C:8]([NH:28][NH2:29])[N:9]=[C:4]2[CH:3]=1. The catalyst class is: 14. (3) Reactant: [NH2:1][C:2]1[S:3][CH:4]=[C:5]([C:7](=[N:11][O:12][CH3:13])[C:8]([OH:10])=[O:9])[N:6]=1.[Cl:14]N1C(=O)CCC1=O. Product: [NH2:1][C:2]1[S:3][C:4]([Cl:14])=[C:5]([C:7](=[N:11][O:12][CH3:13])[C:8]([OH:10])=[O:9])[N:6]=1. The catalyst class is: 15. (4) Reactant: [F:1][C:2]1[C:3]([C:22]([NH:24][CH2:25][C:26]2([C:39]3[CH:44]=[CH:43][CH:42]=[CH:41][CH:40]=3)[CH2:31][CH2:30][N:29](C(OCCCC)=O)[CH2:28][CH2:27]2)=[O:23])=[N:4][CH:5]=[CH:6][C:7]=1[S:8][C:9]1[S:13][C:12]([NH:14][C:15]2[CH:20]=[C:19]([CH3:21])[CH:18]=[CH:17][N:16]=2)=[N:11][CH:10]=1.C(=O)([O-])[O-].[Na+].[Na+]. Product: [F:1][C:2]1[C:3]([C:22]([NH:24][CH2:25][C:26]2([C:39]3[CH:40]=[CH:41][CH:42]=[CH:43][CH:44]=3)[CH2:27][CH2:28][NH:29][CH2:30][CH2:31]2)=[O:23])=[N:4][CH:5]=[CH:6][C:7]=1[S:8][C:9]1[S:13][C:12]([NH:14][C:15]2[CH:20]=[C:19]([CH3:21])[CH:18]=[CH:17][N:16]=2)=[N:11][CH:10]=1. The catalyst class is: 330. (5) Reactant: [Cl:1][C:2]1[N:3]=[CH:4][N:5]([C:7]2[N:12]=[CH:11][C:10]([NH2:13])=[CH:9][C:8]=2[O:14][CH3:15])[CH:6]=1.[C:16](N1C=CC=CC1=O)(N1C=CC=CC1=O)=[S:17]. Product: [Cl:1][C:2]1[N:3]=[CH:4][N:5]([C:7]2[C:8]([O:14][CH3:15])=[CH:9][C:10]([N:13]=[C:16]=[S:17])=[CH:11][N:12]=2)[CH:6]=1. The catalyst class is: 4. (6) Reactant: [Cl:1][C:2]1[CH:7]=[C:6]([O:8][CH3:9])[CH:5]=[C:4]([O:10][CH3:11])[CH:3]=1.O=P12OP3(OP(OP(O3)(O1)=O)(=O)O2)=O.CS(O)(=O)=O.[O:31]=[C:32]1[NH:37][C@H:36](C(O)=O)[CH2:35][CH2:34][CH2:33]1. Product: [Cl:1][C:2]1[CH:3]=[C:4]([O:10][CH3:11])[C:5]([CH:36]2[NH:37][C:32](=[O:31])[CH2:33][CH2:34][CH2:35]2)=[C:6]([O:8][CH3:9])[CH:7]=1. The catalyst class is: 6. (7) Reactant: [Cl:1][C:2]1[CH:7]=[CH:6][CH:5]=[C:4]([F:8])[C:3]=1[NH:9][C:10]1[NH:11][C:12]2[C:18]3[CH2:19][C:20]([CH3:23])([CH3:22])[O:21][C:17]=3[C:16]([C:24]([OH:26])=O)=[CH:15][C:13]=2[N:14]=1.S(Cl)(Cl)=O.[CH3:31][C:32]1[CH:38]=[C:37]([C:39]([F:42])([F:41])[F:40])[CH:36]=[CH:35][C:33]=1[NH2:34].CCN(C(C)C)C(C)C. Product: [Cl:1][C:2]1[CH:7]=[CH:6][CH:5]=[C:4]([F:8])[C:3]=1[NH:9][C:10]1[NH:11][C:12]2[C:18]3[CH2:19][C:20]([CH3:22])([CH3:23])[O:21][C:17]=3[C:16]([C:24]([NH:34][C:33]3[CH:35]=[CH:36][C:37]([C:39]([F:40])([F:41])[F:42])=[CH:38][C:32]=3[CH3:31])=[O:26])=[CH:15][C:13]=2[N:14]=1. The catalyst class is: 1. (8) Reactant: [CH3:1][O:2][C:3]([C:5]1[CH:10]=[C:9]([N:11]2[CH2:16][CH2:15][N:14]([C:17]([O:19][C:20]([CH3:23])([CH3:22])[CH3:21])=[O:18])[CH2:13][CH2:12]2)[N:8]=[C:7]([C:24]2[CH:29]=[CH:28][N:27]=[C:26](Cl)[CH:25]=2)[CH:6]=1)=[O:4].C([O-])([O-])=O.[Cs+].[Cs+].[CH:37]1([NH2:43])[CH2:42][CH2:41][CH2:40][CH2:39][CH2:38]1. Product: [CH3:1][O:2][C:3]([C:5]1[CH:10]=[C:9]([N:11]2[CH2:16][CH2:15][N:14]([C:17]([O:19][C:20]([CH3:23])([CH3:22])[CH3:21])=[O:18])[CH2:13][CH2:12]2)[N:8]=[C:7]([C:24]2[CH:29]=[CH:28][N:27]=[C:26]([NH:43][CH:37]3[CH2:42][CH2:41][CH2:40][CH2:39][CH2:38]3)[CH:25]=2)[CH:6]=1)=[O:4]. The catalyst class is: 12. (9) Reactant: Br[C:2]1[CH:3]=[C:4]([CH:25]=[CH:26][N:27]=1)[C:5]([NH:7][C:8]1[S:9][C:10]2[C:16]([N:17]3[CH2:22][CH2:21][O:20][CH2:19][CH2:18]3)=[CH:15][CH:14]=[C:13]([O:23][CH3:24])[C:11]=2[N:12]=1)=[O:6].[H-].[Na+].[CH3:30][CH:31]([CH3:34])[CH2:32][OH:33]. Product: [CH2:32]([O:33][C:2]1[CH:3]=[C:4]([CH:25]=[CH:26][N:27]=1)[C:5]([NH:7][C:8]1[S:9][C:10]2[C:16]([N:17]3[CH2:22][CH2:21][O:20][CH2:19][CH2:18]3)=[CH:15][CH:14]=[C:13]([O:23][CH3:24])[C:11]=2[N:12]=1)=[O:6])[CH:31]([CH3:34])[CH3:30]. The catalyst class is: 887. (10) Reactant: [CH:1]1([N:8]2[CH2:12][CH:11]([CH2:13][OH:14])[C:10]([CH3:16])([CH3:15])[C:9]2=[O:17])[CH2:7][CH2:6][CH2:5][CH2:4][CH2:3][CH2:2]1.[C:18]1(O)[CH:23]=[CH:22][CH:21]=[CH:20][CH:19]=1.C1(P(C2C=CC=CC=2)C2C=CC=CC=2)C=CC=CC=1.N(C(OC(C)(C)C)=O)=NC(OC(C)(C)C)=O. The catalyst class is: 11. Product: [CH:1]1([N:8]2[CH2:12][CH:11]([CH2:13][O:14][C:18]3[CH:23]=[CH:22][CH:21]=[CH:20][CH:19]=3)[C:10]([CH3:15])([CH3:16])[C:9]2=[O:17])[CH2:2][CH2:3][CH2:4][CH2:5][CH2:6][CH2:7]1.